From a dataset of Full USPTO retrosynthesis dataset with 1.9M reactions from patents (1976-2016). Predict the reactants needed to synthesize the given product. (1) Given the product [C:1]([Si:5]([CH3:29])([CH3:28])[O:6][CH2:7][C@H:8]([CH2:19][N:20]1[CH:25]=[CH:24][C:23]([N:30]2[CH:34]=[N:33][CH:32]=[N:31]2)=[N:22][C:21]1=[O:27])[C@H:9]([O:11][Si:12]([C:15]([CH3:17])([CH3:16])[CH3:18])([CH3:13])[CH3:14])[CH3:10])([CH3:4])([CH3:2])[CH3:3], predict the reactants needed to synthesize it. The reactants are: [C:1]([Si:5]([CH3:29])([CH3:28])[O:6][CH2:7][C@H:8]([CH2:19][N:20]1[CH:25]=[CH:24][C:23](=O)[NH:22][C:21]1=[O:27])[C@H:9]([O:11][Si:12]([C:15]([CH3:18])([CH3:17])[CH3:16])([CH3:14])[CH3:13])[CH3:10])([CH3:4])([CH3:3])[CH3:2].[NH:30]1[CH:34]=[N:33][CH:32]=[N:31]1. (2) Given the product [F:1][C:2]1[CH:3]=[CH:4][C:5]2[N:6]([C:8]([N:11]3[CH2:12][CH2:13][CH:14]([C:17]([CH3:18])([O:20][Si:27]([CH:34]([CH3:36])[CH3:35])([CH:31]([CH3:33])[CH3:32])[CH:28]([CH3:30])[CH3:29])[CH3:19])[CH2:15][CH2:16]3)=[N:9][N:10]=2)[CH:7]=1, predict the reactants needed to synthesize it. The reactants are: [F:1][C:2]1[CH:3]=[CH:4][C:5]2[N:6]([C:8]([N:11]3[CH2:16][CH2:15][CH:14]([C:17]([OH:20])([CH3:19])[CH3:18])[CH2:13][CH2:12]3)=[N:9][N:10]=2)[CH:7]=1.FC(F)(F)S(O[Si:27]([CH:34]([CH3:36])[CH3:35])([CH:31]([CH3:33])[CH3:32])[CH:28]([CH3:30])[CH3:29])(=O)=O.CCN(CC)CC.O. (3) The reactants are: [NH2:1][C:2]1[CH:3]=[C:4]([SH:8])[CH:5]=[CH:6][CH:7]=1.[CH:9]1(Br)[CH2:11][CH2:10]1.Cl. Given the product [CH:9]1([S:8][C:4]2[CH:3]=[C:2]([CH:7]=[CH:6][CH:5]=2)[NH2:1])[CH2:11][CH2:10]1, predict the reactants needed to synthesize it. (4) Given the product [I:34][C:35]1[CH:40]=[CH:39][CH:38]=[CH:37][C:36]=1[C:41]([N:43]=[C:44]=[S:45])=[O:42].[CH3:11][O:12][C:13]1[CH:14]=[C:15]2[C:20](=[CH:21][C:22]=1[O:23][CH3:24])[N:19]=[CH:18][CH:17]=[C:16]2[O:25][C:26]1[CH:32]=[CH:31][C:29]([NH:30][C:44]([NH:43][C:41](=[O:42])[C:36]2[CH:37]=[CH:38][CH:39]=[CH:40][C:35]=2[I:34])=[S:45])=[C:28]([F:33])[CH:27]=1, predict the reactants needed to synthesize it. The reactants are: IC1C=CC=CC=1C(Cl)=O.[CH3:11][O:12][C:13]1[CH:14]=[C:15]2[C:20](=[CH:21][C:22]=1[O:23][CH3:24])[N:19]=[CH:18][CH:17]=[C:16]2[O:25][C:26]1[CH:32]=[CH:31][C:29]([NH2:30])=[C:28]([F:33])[CH:27]=1.[I:34][C:35]1[CH:40]=[CH:39][CH:38]=[CH:37][C:36]=1[C:41]([N:43]=[C:44]=[S:45])=[O:42]. (5) Given the product [CH3:24][C:19]1([CH3:25])[C:20]([CH3:23])([CH3:22])[O:21][B:17]([C:2]2[CH:3]=[C:4]([N:8]3[CH:13]4[CH2:14][CH2:15][CH:9]3[CH2:10][CH:11]([OH:16])[CH2:12]4)[CH:5]=[CH:6][CH:7]=2)[O:18]1, predict the reactants needed to synthesize it. The reactants are: Br[C:2]1[CH:3]=[C:4]([N:8]2[CH:13]3[CH2:14][CH2:15][CH:9]2[CH2:10][CH:11]([OH:16])[CH2:12]3)[CH:5]=[CH:6][CH:7]=1.[B:17]1([B:17]2[O:21][C:20]([CH3:23])([CH3:22])[C:19]([CH3:25])([CH3:24])[O:18]2)[O:21][C:20]([CH3:23])([CH3:22])[C:19]([CH3:25])([CH3:24])[O:18]1.C(Cl)Cl.C([O-])(=O)C.[K+]. (6) Given the product [CH:12]12[CH2:7][CH:8]1[CH2:9][CH2:10][CH:3]([CH2:13][O:14][C:15]1[C:27]([CH:28]3[CH2:29][CH2:30]3)=[CH:26][C:18]([C:19]([OH:21])=[O:20])=[C:17]([F:31])[CH:16]=1)[CH2:4]2, predict the reactants needed to synthesize it. The reactants are: C([C:3]1([CH2:13][O:14][C:15]2[C:27]([CH:28]3[CH2:30][CH2:29]3)=[CH:26][C:18]([C:19]([O:21]C(C)(C)C)=[O:20])=[C:17]([F:31])[CH:16]=2)[CH:10]2CC3[CH2:7][CH:8]([CH2:12][CH:4]1C3)[CH2:9]2)#N.C12CC1CCC(COC1C(C3CC3)=CC(C(OC(C)(C)C)=O)=C(F)C=1)C2. (7) Given the product [Cl:1][CH2:2][C:3]1[CH:11]=[CH:10][C:6]([C:7]([Cl:19])=[N:8][OH:9])=[CH:5][CH:4]=1, predict the reactants needed to synthesize it. The reactants are: [Cl:1][CH2:2][C:3]1[CH:11]=[CH:10][C:6]([CH:7]=[N:8][OH:9])=[CH:5][CH:4]=1.C1C(=O)N([Cl:19])C(=O)C1.Cl.